Dataset: Rat liver microsome stability data. Task: Regression/Classification. Given a drug SMILES string, predict its absorption, distribution, metabolism, or excretion properties. Task type varies by dataset: regression for continuous measurements (e.g., permeability, clearance, half-life) or binary classification for categorical outcomes (e.g., BBB penetration, CYP inhibition). Dataset: rlm. (1) The compound is O=C(O)c1ccc2c(C3CCCCC3)c(-c3ccoc3)n(CC(=O)N3CCOCC3)c2c1. The result is 0 (unstable in rat liver microsomes). (2) The molecule is CCOC(=O)c1ccc(N2C(=O)c3[nH]nc(-c4cccs4)c3C2c2ccc(OCC)cc2)cc1. The result is 1 (stable in rat liver microsomes). (3) The compound is O=S(=O)(Nc1nccs1)c1ccc(Nc2nc(-c3ccc(F)cc3)cs2)cc1. The result is 0 (unstable in rat liver microsomes). (4) The drug is CNCCCOc1cc(F)c(-c2c(Cl)nc(-c3cnccn3)nc2N[C@@H](C)C(F)(F)F)c(F)c1. The result is 0 (unstable in rat liver microsomes). (5) The compound is CCN1CCC2(CC1)CNC(=O)c1cc(-c3ccnc(-c4cc5ccccc5o4)n3)[nH]c12. The result is 0 (unstable in rat liver microsomes). (6) The molecule is CC(=O)c1c(C)[nH]c(C(=O)Nc2ccc(C)c(S(=O)(=O)Nc3ccc(Br)cc3)c2)c1C. The result is 1 (stable in rat liver microsomes). (7) The compound is O=C(O)c1cccc(S(=O)(=O)N2CCC(NS(=O)(=O)c3cc(S(=O)(=O)c4ccccc4)ccc3C(F)(F)F)CC2)c1. The result is 1 (stable in rat liver microsomes). (8) The molecule is COc1ccccc1N1CCN(C(=O)c2cc(-c3ccc(Cl)cc3)[nH]n2)[C@@H](C)C1. The result is 1 (stable in rat liver microsomes). (9) The drug is Cc1ccnc(NC(=S)N2CCN(c3ccccc3C(F)(F)F)CC2)c1. The result is 1 (stable in rat liver microsomes). (10) The compound is COc1ccc(-c2cc(=O)[nH]c(=S)n2CCO)c(OC)c1. The result is 1 (stable in rat liver microsomes).